From a dataset of Full USPTO retrosynthesis dataset with 1.9M reactions from patents (1976-2016). Predict the reactants needed to synthesize the given product. Given the product [C:7]([O:12][C:1](=[O:5])[C:2]([CH3:4])=[CH2:3])(=[O:11])[C:8]([CH3:10])=[CH2:9], predict the reactants needed to synthesize it. The reactants are: [C:1](Cl)(=[O:5])[C:2]([CH3:4])=[CH2:3].[C:7]([OH:12])(=[O:11])[C:8]([CH3:10])=[CH2:9].C(N(CC)CC)C.